This data is from Catalyst prediction with 721,799 reactions and 888 catalyst types from USPTO. The task is: Predict which catalyst facilitates the given reaction. Reactant: [Cl:1][C:2]1[CH:7]=[CH:6][N:5]=[C:4]([C:8]([CH:12]2[CH2:14][CH2:13]2)=[CH:9][O:10]C)[C:3]=1[CH3:15].S(=O)(=O)(O)O.O.C(=O)(O)[O-].[Na+]. Product: [Cl:1][C:2]1[CH:7]=[CH:6][N:5]=[C:4]([CH:8]([CH:12]2[CH2:14][CH2:13]2)[CH:9]=[O:10])[C:3]=1[CH3:15]. The catalyst class is: 1.